Predict the product of the given reaction. From a dataset of Forward reaction prediction with 1.9M reactions from USPTO patents (1976-2016). (1) Given the reactants [BH4-].[Na+].[C:3]([O:7][C:8]([N:10]1[CH2:15][CH2:14][CH:13]([C:16](=[O:35])[CH2:17][C:18]2[C:23]([Cl:24])=[CH:22][N:21]=[C:20]([C:25]3[CH:30]=[CH:29][C:28]([S:31]([CH3:34])(=[O:33])=[O:32])=[CH:27][CH:26]=3)[N:19]=2)[CH2:12][CH2:11]1)=[O:9])([CH3:6])([CH3:5])[CH3:4], predict the reaction product. The product is: [C:3]([O:7][C:8]([N:10]1[CH2:15][CH2:14][CH:13]([CH:16]([OH:35])[CH2:17][C:18]2[C:23]([Cl:24])=[CH:22][N:21]=[C:20]([C:25]3[CH:30]=[CH:29][C:28]([S:31]([CH3:34])(=[O:33])=[O:32])=[CH:27][CH:26]=3)[N:19]=2)[CH2:12][CH2:11]1)=[O:9])([CH3:5])([CH3:6])[CH3:4]. (2) Given the reactants Cl.[NH:2]1[C:10]2[C:5](=[CH:6][C:7]([NH:11][C:12]([C:14]3[C:15]([C:20]4[CH:25]=[CH:24][C:23]([C:26]([F:29])([F:28])[F:27])=[CH:22][CH:21]=4)=[CH:16][CH:17]=[CH:18][CH:19]=3)=[O:13])=[CH:8][CH:9]=2)[CH2:4][CH2:3]1.[CH3:30][C:31]1[S:32][CH:33]=[C:34]([CH2:36][C:37](O)=[O:38])[N:35]=1.ON1C2C=CC=CC=2N=N1.Cl.CN(C)CCCN=C=NCC, predict the reaction product. The product is: [CH3:30][C:31]1[S:32][CH:33]=[C:34]([CH2:36][C:37]([N:2]2[C:10]3[C:5](=[CH:6][C:7]([NH:11][C:12]([C:14]4[C:15]([C:20]5[CH:21]=[CH:22][C:23]([C:26]([F:27])([F:28])[F:29])=[CH:24][CH:25]=5)=[CH:16][CH:17]=[CH:18][CH:19]=4)=[O:13])=[CH:8][CH:9]=3)[CH2:4][CH2:3]2)=[O:38])[N:35]=1. (3) Given the reactants [H-].[Al+3].[Li+].[H-].[H-].[H-].O1CCCC1.[CH3:12][C:13]1([C:18]2[CH:25]=[CH:24][C:21]([C:22]#[N:23])=[CH:20][CH:19]=2)[O:17][CH2:16][CH2:15][O:14]1.[OH-].[Na+], predict the reaction product. The product is: [CH3:12][C:13]1([C:18]2[CH:25]=[CH:24][C:21]([CH2:22][NH2:23])=[CH:20][CH:19]=2)[O:14][CH2:15][CH2:16][O:17]1. (4) Given the reactants [Cl:1][C:2]1[CH:7]=[C:6]([CH:8]2[O:12][CH2:11][CH2:10][O:9]2)[CH:5]=[CH:4][C:3]=1[O:13][C:14]1[CH:20]=[CH:19][C:17]([NH2:18])=[C:16]([N+:21]([O-])=O)[CH:15]=1, predict the reaction product. The product is: [Cl:1][C:2]1[CH:7]=[C:6]([CH:8]2[O:9][CH2:10][CH2:11][O:12]2)[CH:5]=[CH:4][C:3]=1[O:13][C:14]1[CH:15]=[C:16]([NH2:21])[C:17]([NH2:18])=[CH:19][CH:20]=1. (5) Given the reactants [CH3:1][O:2][C:3]1[CH:12]=[CH:11][C:6]2[C:7](=[O:10])[CH2:8][O:9][C:5]=2[C:4]=1/[CH:13]=[CH:14]/[CH2:15][CH:16]1[CH2:21][CH2:20][N:19]([C:22]([O:24][C:25]([CH3:28])([CH3:27])[CH3:26])=[O:23])[CH2:18][CH2:17]1.[NH:29]1[C:37]2[C:32](=[CH:33][CH:34]=[CH:35][CH:36]=2)[C:31]([CH:38]=O)=[N:30]1.N1CCCCC1, predict the reaction product. The product is: [NH:29]1[C:37]2[C:32](=[CH:33][CH:34]=[CH:35][CH:36]=2)[C:31](/[CH:38]=[C:8]2\[O:9][C:5]3[C:4](/[CH:13]=[CH:14]/[CH2:15][CH:16]4[CH2:21][CH2:20][N:19]([C:22]([O:24][C:25]([CH3:28])([CH3:27])[CH3:26])=[O:23])[CH2:18][CH2:17]4)=[C:3]([O:2][CH3:1])[CH:12]=[CH:11][C:6]=3[C:7]\2=[O:10])=[N:30]1.